From a dataset of Forward reaction prediction with 1.9M reactions from USPTO patents (1976-2016). Predict the product of the given reaction. Given the reactants S(=O)(=O)(O)O.[Br:6][C:7]1[C:8]([C:16]([OH:18])=[O:17])=[CH:9][C:10]2[O:14][CH2:13][O:12][C:11]=2[CH:15]=1.[CH3:19]O, predict the reaction product. The product is: [Br:6][C:7]1[C:8]([C:16]([O:18][CH3:19])=[O:17])=[CH:9][C:10]2[O:14][CH2:13][O:12][C:11]=2[CH:15]=1.